This data is from Catalyst prediction with 721,799 reactions and 888 catalyst types from USPTO. The task is: Predict which catalyst facilitates the given reaction. The catalyst class is: 3. Product: [CH:19]([O:1][C:2]1[CH:3]=[CH:4][C:5]([N+:10]([O-:12])=[O:11])=[C:6]([CH:9]=1)[C:7]#[N:8])([CH3:21])[CH3:20]. Reactant: [OH:1][C:2]1[CH:3]=[CH:4][C:5]([N+:10]([O-:12])=[O:11])=[C:6]([CH:9]=1)[C:7]#[N:8].C(=O)([O-])[O-].[K+].[K+].[CH:19](I)([CH3:21])[CH3:20].